Task: Binary Classification. Given a drug SMILES string, predict its activity (active/inactive) in a high-throughput screening assay against a specified biological target.. Dataset: HIV replication inhibition screening data with 41,000+ compounds from the AIDS Antiviral Screen (1) The compound is COc1ccc(NCc2cccc3c(=O)c4ccc(Cl)cc4oc23)cc1. The result is 0 (inactive). (2) The compound is CCOC(=O)CCSS(=O)(=O)c1ccccc1. The result is 0 (inactive). (3) The molecule is COc1cc(CC(=O)O)c(C(=O)c2ccc(C#N)cc2)cc1OC. The result is 0 (inactive). (4) The molecule is CCC(C)C(NC(=O)CNC(=O)CN)C(=O)NCC(=O)NCC(=O)O. The result is 0 (inactive). (5) The molecule is CC(C)c1nc2cc(C(F)(F)F)ccc2nc1O. The result is 0 (inactive).